Dataset: Full USPTO retrosynthesis dataset with 1.9M reactions from patents (1976-2016). Task: Predict the reactants needed to synthesize the given product. (1) Given the product [NH2:7][CH2:8][CH2:9][N:10]1[CH:14]=[CH:13][NH:12][C:11]1=[O:16], predict the reactants needed to synthesize it. The reactants are: C(OC(=O)[NH:7][CH2:8][CH2:9][N:10]1[CH:14](O)[CH2:13][NH:12][C:11]1=[O:16])(C)(C)C.C(O)(C(F)(F)F)=O. (2) Given the product [Cl:11][C:7]1[C:8]([C:17]2[CH:16]=[CH:15][C:14]([Cl:13])=[C:19]([Cl:20])[CH:18]=2)=[CH:9][C:4]([C:3]([OH:2])=[O:12])=[CH:5][N:6]=1, predict the reactants needed to synthesize it. The reactants are: C[O:2][C:3](=[O:12])[C:4]1[CH:9]=[C:8](I)[C:7]([Cl:11])=[N:6][CH:5]=1.[Cl:13][C:14]1[CH:15]=[C:16](B(O)O)[CH:17]=[CH:18][C:19]=1[Cl:20].C(=O)([O-])[O-].[Na+].[Na+].O.[OH-].[Li+].Cl. (3) Given the product [CH3:20][S:17]([N:15]([CH3:16])[C:6]1[CH:5]=[C:4]([CH:9]=[C:8]([N:10]([CH3:14])[CH2:11][CH2:12][CH3:13])[N:7]=1)[C:3]([OH:21])=[O:2])(=[O:18])=[O:19], predict the reactants needed to synthesize it. The reactants are: C[O:2][C:3](=[O:21])[C:4]1[CH:9]=[C:8]([N:10]([CH3:14])[CH2:11][CH2:12][CH3:13])[N:7]=[C:6]([N:15]([S:17]([CH3:20])(=[O:19])=[O:18])[CH3:16])[CH:5]=1.[OH-].[Li+].Cl. (4) The reactants are: [NH2:1][C:2]1[N:6]([CH3:7])[N:5]=[CH:4][CH:3]=1.[N:8](OCCC(C)C)=[O:9].Cl.C(OC(C)C)(C)C. Given the product [NH2:1][C:2]1[N:6]([CH3:7])[N:5]=[CH:4][C:3]=1[N:8]=[O:9], predict the reactants needed to synthesize it. (5) Given the product [N+:68]([C:65]1[CH:66]=[CH:67][C:62]([CH2:61][CH2:60][CH2:59][CH:21]([NH:12][CH2:13][C:14]([OH:16])=[O:15])[CH2:22][N:23]2[CH2:24][CH2:25][N:26]([CH2:51][C:52]([OH:54])=[O:53])[CH2:27][CH2:28][N:29]([CH2:43][C:44]([OH:50])=[O:45])[CH2:30][CH2:31][N:32]([CH2:35][C:36]([OH:42])=[O:37])[CH2:33][CH2:34]2)=[CH:63][CH:64]=1)([O-:70])=[O:69], predict the reactants needed to synthesize it. The reactants are: COC1C=C(OC)C=CC=1C[N:12]([CH:21]([CH2:59][CH2:60][CH2:61][C:62]1[CH:67]=[CH:66][C:65]([N+:68]([O-:70])=[O:69])=[CH:64][CH:63]=1)[CH2:22][N:23]1[CH2:34][CH2:33][N:32]([CH2:35][C:36](=[O:42])[O:37]C(C)(C)C)[CH2:31][CH2:30][N:29]([CH2:43][C:44](=[O:50])[O:45]C(C)(C)C)[CH2:28][CH2:27][N:26]([CH2:51][C:52]([O:54]C(C)(C)C)=[O:53])[CH2:25][CH2:24]1)[CH2:13][C:14]([O:16]C(C)(C)C)=[O:15].Cl. (6) Given the product [N:13]1([C:14]2[C:22]3[O:21][CH:20]=[CH:19][C:18]=3[CH:17]=[C:16]([NH:23][S:24]([C:27]3[CH:28]=[CH:29][CH:30]=[CH:31][CH:32]=3)(=[O:26])=[O:25])[CH:15]=2)[CH2:12][CH2:11][CH2:36][CH2:35][CH2:33]1, predict the reactants needed to synthesize it. The reactants are: CN(C[CH2:11][CH2:12][N:13]([CH3:33])[C:14]1[C:22]2[O:21][CH:20]=[CH:19][C:18]=2[CH:17]=[C:16]([NH:23][S:24]([C:27]2[CH:32]=[CH:31][CH:30]=[CH:29][CH:28]=2)(=[O:26])=[O:25])[CH:15]=1)C(=O)OC(C)(C)C.N1(C2C3OC=CC=3C=C(N)C=2)CCC[CH2:36][CH2:35]1.